Dataset: Catalyst prediction with 721,799 reactions and 888 catalyst types from USPTO. Task: Predict which catalyst facilitates the given reaction. (1) Reactant: C(N(C(C)C)CC)(C)C.[CH3:10][N:11]([CH3:30])[C:12]([CH:14]1[CH2:19][CH2:18][N:17]([S:20]([C:23]2[CH:28]=[CH:27][C:26]([NH2:29])=[CH:25][CH:24]=2)(=[O:22])=[O:21])[CH2:16][CH2:15]1)=[O:13].[C:31](Cl)(=[O:34])[CH:32]=[CH2:33]. Product: [CH3:10][N:11]([CH3:30])[C:12]([CH:14]1[CH2:15][CH2:16][N:17]([S:20]([C:23]2[CH:24]=[CH:25][C:26]([NH:29][C:31](=[O:34])[CH:32]=[CH2:33])=[CH:27][CH:28]=2)(=[O:22])=[O:21])[CH2:18][CH2:19]1)=[O:13]. The catalyst class is: 1. (2) Reactant: [OH:1][C:2]1[CH:16]=[C:15]2[C:5]([C:6](=O)[CH2:7][C:8]3([O:14]2)[CH2:13][CH2:12][CH2:11][CH2:10][CH2:9]3)=[CH:4][CH:3]=1.Cl.[O:19]([NH2:21])[CH3:20].N1C=CC=CC=1. The catalyst class is: 5. Product: [CH3:20][O:19][N:21]=[C:6]1[C:5]2[C:15](=[CH:16][C:2]([OH:1])=[CH:3][CH:4]=2)[O:14][C:8]2([CH2:13][CH2:12][CH2:11][CH2:10][CH2:9]2)[CH2:7]1.